The task is: Predict the reaction yield, written as a fraction of the theoretical maximum amount of product (1.0 means a 100% yield; for example, 0.34 means a 34% yield).. This data is from Reaction yield outcomes from USPTO patents with 853,638 reactions. (1) The reactants are [C:1]([O:5][C:6](=[O:34])[N:7]([C:16]1[S:17][C@:18]2([CH2:32][OH:33])[C@H:20]([C@:21]([C:24]3[C:25]([F:31])=[N:26][CH:27]=[C:28]([Br:30])[CH:29]=3)([CH3:23])[N:22]=1)[CH2:19]2)[CH2:8][O:9][CH2:10][CH2:11][Si:12]([CH3:15])([CH3:14])[CH3:13])([CH3:4])([CH3:3])[CH3:2].[CH3:35][Si]([N-][Si](C)(C)C)(C)C.[Li+].IC. The catalyst is C1COCC1. The product is [C:1]([O:5][C:6](=[O:34])[N:7]([C:16]1[S:17][C@:18]2([CH2:32][O:33][CH3:35])[C@H:20]([C@:21]([C:24]3[C:25]([F:31])=[N:26][CH:27]=[C:28]([Br:30])[CH:29]=3)([CH3:23])[N:22]=1)[CH2:19]2)[CH2:8][O:9][CH2:10][CH2:11][Si:12]([CH3:15])([CH3:14])[CH3:13])([CH3:2])([CH3:4])[CH3:3]. The yield is 0.690. (2) The reactants are [CH3:1][CH:2]([CH2:4][C@H:5]([CH2:10][NH2:11])[CH2:6][C:7]([OH:9])=[O:8])[CH3:3].[OH-].[Na+].[C:14](O[C:14]([O:16][C:17]([CH3:20])([CH3:19])[CH3:18])=[O:15])([O:16][C:17]([CH3:20])([CH3:19])[CH3:18])=[O:15]. The catalyst is O.O1CCOCC1. The product is [C:17]([O:16][C:14]([NH:11][CH2:10][CH:5]([CH2:4][CH:2]([CH3:1])[CH3:3])[CH2:6][C:7]([OH:9])=[O:8])=[O:15])([CH3:20])([CH3:19])[CH3:18]. The yield is 0.980. (3) The product is [CH2:27]([O:26][C:24](=[O:25])[NH:1][C:2]1[CH:3]=[CH:4][C:5]([C:8]2[N:9]([CH2:21][CH3:22])[C:10]3[C:15]([C:16]=2[C:17]#[N:18])=[CH:14][CH:13]=[C:12]([O:19][CH3:20])[CH:11]=3)=[CH:6][CH:7]=1)[CH3:28]. The reactants are [NH2:1][C:2]1[CH:7]=[CH:6][C:5]([C:8]2[N:9]([CH2:21][CH3:22])[C:10]3[C:15]([C:16]=2[C:17]#[N:18])=[CH:14][CH:13]=[C:12]([O:19][CH3:20])[CH:11]=3)=[CH:4][CH:3]=1.Cl[C:24]([O:26][CH2:27][CH3:28])=[O:25]. The catalyst is CCOC(C)=O.C([O-])(O)=O.[Na+].O. The yield is 0.550. (4) The reactants are [C:1]1([C:7]2([CH3:17])[C:12](=[O:13])[N:11]([CH3:14])[C:10](=[O:15])[NH:9][C:8]2=[O:16])[CH2:6][CH2:5][CH2:4][CH2:3][CH:2]=1.Br[CH2:19][C:20]([C:22]1[CH:27]=[CH:26][CH:25]=[C:24]([F:28])[CH:23]=1)=[O:21]. No catalyst specified. The product is [C:1]1([C:7]2([CH3:17])[C:8](=[O:16])[N:9]([CH2:19][C:20]([C:22]3[CH:27]=[CH:26][CH:25]=[C:24]([F:28])[CH:23]=3)=[O:21])[C:10](=[O:15])[N:11]([CH3:14])[C:12]2=[O:13])[CH2:6][CH2:5][CH2:4][CH2:3][CH:2]=1. The yield is 0.590. (5) The reactants are [CH3:1][O:2][C:3]1[C:8]([N+:9]([O-])=O)=[C:7]([CH3:12])[CH:6]=[CH:5][N:4]=1.CO[C:15](OC)(N(C)C)[CH3:16]. No catalyst specified. The product is [CH3:15][C:16]1[NH:9][C:8]2[C:7]([CH:12]=1)=[CH:6][CH:5]=[N:4][C:3]=2[O:2][CH3:1]. The yield is 0.570. (6) The reactants are [CH3:1][O:2][C:3]1[C:11]([N+:12]([O-:14])=[O:13])=[CH:10][CH:9]=[CH:8][C:4]=1[C:5]([OH:7])=O.[C:15]([NH:18][NH2:19])(=[O:17])[CH3:16].C(N(C(C)C)CC)(C)C.F[P-](F)(F)(F)(F)F.N1(O[P+](N(C)C)(N(C)C)N(C)C)C2C=CC=CC=2N=N1. The yield is 0.670. The product is [C:15]([NH:18][NH:19][C:5](=[O:7])[C:4]1[CH:8]=[CH:9][CH:10]=[C:11]([N+:12]([O-:14])=[O:13])[C:3]=1[O:2][CH3:1])(=[O:17])[CH3:16]. The catalyst is CN(C=O)C.O. (7) The reactants are [CH:1]1([NH:6][C@H:7]([CH2:12][CH3:13])[C:8]([O:10][CH3:11])=[O:9])[CH2:5][CH2:4][CH2:3][CH2:2]1.C(=O)(O)[O-].[Na+].[Cl:19][C:20]1[N:25]=[C:24](Cl)[C:23]([N+:27]([O-:29])=[O:28])=[CH:22][N:21]=1. The catalyst is C1CCCCC1. The product is [Cl:19][C:20]1[N:25]=[C:24]([N:6]([CH:1]2[CH2:2][CH2:3][CH2:4][CH2:5]2)[C@H:7]([CH2:12][CH3:13])[C:8]([O:10][CH3:11])=[O:9])[C:23]([N+:27]([O-:29])=[O:28])=[CH:22][N:21]=1. The yield is 0.726.